This data is from Reaction yield outcomes from USPTO patents with 853,638 reactions. The task is: Predict the reaction yield, written as a fraction of the theoretical maximum amount of product (1.0 means a 100% yield; for example, 0.34 means a 34% yield). (1) The reactants are C(OC([C:6]1[NH:7][C:8]([CH3:21])=[C:9]([C:12]2[CH:17]=[CH:16][CH:15]=[C:14]([C:18]([OH:20])=[O:19])[CH:13]=2)[C:10]=1[CH3:11])=O)C.[OH-].[K+].Cl.C(=O)=O. The catalyst is C(OCC)(=O)C.CCCCCC.C(O)(=O)C.O.C(O)CO. The product is [CH3:21][C:8]1[NH:7][CH:6]=[C:10]([CH3:11])[C:9]=1[C:12]1[CH:13]=[C:14]([CH:15]=[CH:16][CH:17]=1)[C:18]([OH:20])=[O:19]. The yield is 0.970. (2) The product is [CH3:18][O:17][C:14]1[CH:15]=[CH:16][C:11]([CH2:10][CH2:9][C:8](=[O:19])[CH2:1][CH3:2])=[CH:12][CH:13]=1. The reactants are [CH2:1]([Mg]Br)[CH3:2].CON(C)[C:8](=[O:19])[CH2:9][CH2:10][C:11]1[CH:16]=[CH:15][C:14]([O:17][CH3:18])=[CH:13][CH:12]=1. The yield is 0.500. The catalyst is C1COCC1. (3) The reactants are [C:1]([O:5][C:6](=[O:22])[CH2:7][CH:8]([NH:13][C:14](=[O:21])[C:15]1[CH:20]=[CH:19][CH:18]=[CH:17][CH:16]=1)[CH:9]([OH:12])[CH2:10][F:11])([CH3:4])([CH3:3])[CH3:2].C(=O)([O-])O.[Na+].S([O-])([O-])(=O)=S.[Na+].[Na+]. The catalyst is ClCCl.CCOC(C)=O. The yield is 0.950. The product is [C:1]([O:5][C:6](=[O:22])[CH2:7][CH:8]([NH:13][C:14](=[O:21])[C:15]1[CH:16]=[CH:17][CH:18]=[CH:19][CH:20]=1)[C:9](=[O:12])[CH2:10][F:11])([CH3:4])([CH3:2])[CH3:3]. (4) The reactants are [CH2:1]([C:21]1[C:26]([OH:27])=[C:25]([CH3:28])[C:24]([CH3:29])=[C:23]([OH:30])[C:22]=1[CH3:31])/[CH:2]=[C:3](/[CH2:5][CH2:6][CH2:7][C@@H:8]([CH2:10][CH2:11][CH2:12][C@@H:13]([CH2:15][CH2:16][CH2:17][CH:18]([CH3:20])[CH3:19])[CH3:14])[CH3:9])\[CH3:4].[C:32]([O:35]C(=O)C)(=[O:34])[CH3:33]. The yield is 0.950. The product is [C:32]([OH:35])(=[O:34])[CH3:33].[C:32]([OH:35])(=[O:34])[CH3:33].[CH2:1]([C:21]1[C:26]([OH:27])=[C:25]([CH3:28])[C:24]([CH3:29])=[C:23]([OH:30])[C:22]=1[CH3:31])/[CH:2]=[C:3](/[CH2:5][CH2:6][CH2:7][C@@H:8]([CH2:10][CH2:11][CH2:12][C@@H:13]([CH2:15][CH2:16][CH2:17][CH:18]([CH3:19])[CH3:20])[CH3:14])[CH3:9])\[CH3:4]. The catalyst is N1C=CC=CC=1.